This data is from hERG Central: cardiac toxicity at 1µM, 10µM, and general inhibition. The task is: Predict hERG channel inhibition at various concentrations. (1) Results: hERG_inhib (hERG inhibition (general)): blocker. The molecule is O=C(NCCN1CCN(C(=O)c2ccc(F)cc2)CC1)c1ccc(F)cc1. (2) The molecule is CC(=O)c1cccc(NC(=O)C2CCN(C(=O)c3ccc([N+](=O)[O-])cc3)CC2)c1. Results: hERG_inhib (hERG inhibition (general)): blocker. (3) The molecule is CCCc1ccc(OCC(O)CN2CCN(c3ccccn3)CC2)cc1.Cl. Results: hERG_inhib (hERG inhibition (general)): blocker. (4) The compound is O=C(NC1CCCc2c1cnn2-c1cc(F)cc(F)c1)c1ccccn1. Results: hERG_inhib (hERG inhibition (general)): blocker.